From a dataset of Full USPTO retrosynthesis dataset with 1.9M reactions from patents (1976-2016). Predict the reactants needed to synthesize the given product. (1) Given the product [Cl:25][CH2:26][C:27]([NH:1][CH2:2][C:3]1[S:7][C:6]([C:8]2[CH:9]=[C:10]([CH2:16][CH3:17])[C:11](=[O:15])[NH:12][C:13]=2[CH3:14])=[CH:5][CH:4]=1)=[O:28], predict the reactants needed to synthesize it. The reactants are: [NH2:1][CH2:2][C:3]1[S:7][C:6]([C:8]2[CH:9]=[C:10]([CH2:16][CH3:17])[C:11](=[O:15])[NH:12][C:13]=2[CH3:14])=[CH:5][CH:4]=1.C(N(CC)CC)C.[Cl:25][CH2:26][C:27](Cl)=[O:28]. (2) Given the product [O:1]1[C@H:5]2[O:6][CH2:7][CH2:8][C@H:4]2[C:3](=[O:9])[CH2:2]1, predict the reactants needed to synthesize it. The reactants are: [O:1]1[C@H:5]2[O:6][CH2:7][CH2:8][C@H:4]2[C@@H:3]([OH:9])[CH2:2]1.C1COCC1.CC(OI1(OC(C)=O)(OC(C)=O)OC(=O)C2C=CC=CC1=2)=O.